From a dataset of Full USPTO retrosynthesis dataset with 1.9M reactions from patents (1976-2016). Predict the reactants needed to synthesize the given product. (1) Given the product [F:14][C:12]1[C:7]2[N:8]=[C:9]([S:11][CH3:18])[S:10][C:6]=2[C:5]([F:15])=[C:4]([C:2]#[N:3])[CH:13]=1, predict the reactants needed to synthesize it. The reactants are: [K+].[C:2]([C:4]1[CH:13]=[C:12]([F:14])[C:7]2[N:8]=[C:9]([S-:11])[S:10][C:6]=2[C:5]=1[F:15])#[N:3].[K].S[C:18]1SC2C(N=1)=NC=C(C(OCC)=O)C=2. (2) Given the product [CH2:19]([O:18][C:16](=[O:17])[CH2:15][C:14]([O:13][CH2:11][CH3:12])=[N:6][C:5]1[CH:7]=[CH:8][CH:9]=[C:3]([O:2][CH3:1])[C:4]=1[CH3:10])[CH3:20], predict the reactants needed to synthesize it. The reactants are: [CH3:1][O:2][C:3]1[C:4]([CH3:10])=[C:5]([CH:7]=[CH:8][CH:9]=1)[NH2:6].[CH2:11]([O:13][C:14](=N)[CH2:15][C:16]([O:18][CH2:19][CH3:20])=[O:17])[CH3:12]. (3) Given the product [CH3:51][C@H:50]1[CH2:49][N:37]2[N:38]=[C:39]([CH2:41][O:42][C:43]3[CH:44]=[CH:45][CH:46]=[CH:47][CH:48]=3)[CH:40]=[C:36]2[CH2:53][NH:52]1, predict the reactants needed to synthesize it. The reactants are: C(OC(C1NN=C(COC2C=CC=CC=2)C=1)=O)C.C(OC(=O)N[C@@H](C)CO)(C)(C)C.C(OC([C:36]1[N:37]([CH2:49][CH:50]([NH:52][C:53](OC(C)(C)C)=O)[CH3:51])[N:38]=[C:39]([CH2:41][O:42][C:43]2[CH:48]=[CH:47][CH:46]=[CH:45][CH:44]=2)[CH:40]=1)=O)C.CC1CN2N=C(COC3C=CC=CC=3)C=C2C(=O)N1.CC1CN2N=C(COC3C=CC=CC=3)C=C2CN1. (4) Given the product [Cl:1][C:2]1[CH:12]=[CH:11][C:10]2[C:13]3[C:3]=1[CH2:4][CH:5]([OH:14])[C:6]=3[CH:7]=[CH:8][CH:9]=2, predict the reactants needed to synthesize it. The reactants are: [Cl:1][C:2]1[CH:12]=[CH:11][C:10]2[C:13]3[C:3]=1[CH2:4][C:5](=[O:14])[C:6]=3[CH:7]=[CH:8][CH:9]=2.[BH4-].[Na+].[Cl-].[NH4+]. (5) Given the product [Cl:1][C:2]1[CH:7]=[CH:6][C:5]([CH:8]([CH:30]2[CH2:34][CH2:33][CH2:32][C:31]2([F:36])[F:35])[C:9]([NH:11][C:12]2[CH:13]=[C:14]([CH:26]=[CH:27][C:28]=2[F:29])[CH2:15][C:16]2([C:19]([OH:21])=[O:20])[CH2:17][CH2:18]2)=[O:10])=[CH:4][CH:3]=1, predict the reactants needed to synthesize it. The reactants are: [Cl:1][C:2]1[CH:7]=[CH:6][C:5]([CH:8]([CH:30]2[CH2:34][CH2:33][CH2:32][C:31]2([F:36])[F:35])[C:9]([NH:11][C:12]2[CH:13]=[C:14]([CH:26]=[CH:27][C:28]=2[F:29])[CH2:15][C:16]2([C:19]([O:21]C(C)(C)C)=[O:20])[CH2:18][CH2:17]2)=[O:10])=[CH:4][CH:3]=1.C(O)(C(F)(F)F)=O.